This data is from Full USPTO retrosynthesis dataset with 1.9M reactions from patents (1976-2016). The task is: Predict the reactants needed to synthesize the given product. Given the product [NH:8]1[CH2:11][CH:10]([N:12]2[CH2:17][CH2:16][CH:15]([C:18]([N:20]([CH3:22])[CH3:21])=[O:19])[CH2:14][CH2:13]2)[CH2:9]1, predict the reactants needed to synthesize it. The reactants are: C1(C(C2C=CC=CC=2)[N:8]2[CH2:11][CH:10]([N:12]3[CH2:17][CH2:16][CH:15]([C:18]([N:20]([CH3:22])[CH3:21])=[O:19])[CH2:14][CH2:13]3)[CH2:9]2)C=CC=CC=1.C(O)(=O)C.